Task: Predict the reactants needed to synthesize the given product.. Dataset: Full USPTO retrosynthesis dataset with 1.9M reactions from patents (1976-2016) (1) Given the product [NH2:11][C:8]1[CH:9]=[CH:10][C:5]2[S:4][N:3]=[C:2]([Cl:1])[C:6]=2[CH:7]=1, predict the reactants needed to synthesize it. The reactants are: [Cl:1][C:2]1[C:6]2[CH:7]=[C:8]([N+:11]([O-])=O)[CH:9]=[CH:10][C:5]=2[S:4][N:3]=1.O. (2) Given the product [CH2:8]([O:6][C:5](=[O:7])[CH2:4][CH2:3][CH2:2][Br:1])[C:9]1[CH:14]=[CH:13][CH:12]=[CH:11][CH:10]=1, predict the reactants needed to synthesize it. The reactants are: [Br:1][CH2:2][CH2:3][CH2:4][C:5]([OH:7])=[O:6].[CH2:8](OC(Cl)=O)[C:9]1[CH:14]=[CH:13][CH:12]=[CH:11][CH:10]=1.C(N(CC)CC)C.C(=O)=O. (3) Given the product [CH2:7]([O:8][C:17]([N:44]1[CH:43]([C:45]([OH:47])=[O:46])[CH2:42][S:41][C@@H:40]1[CH:37]1[CH2:38][CH2:39][O:34][CH2:35][CH2:36]1)=[O:16])[C:1]1[CH:6]=[CH:5][CH:4]=[CH:3][CH:2]=1, predict the reactants needed to synthesize it. The reactants are: [C:1]1([CH2:7][OH:8])[CH:6]=[CH:5][CH:4]=[CH:3][CH:2]=1.C(N(CC)CC)C.[O:16]=[C:17]1CCC(=O)N1OC(=O)ON1C(=O)CCC1=O.[O:34]1[CH2:39][CH2:38][CH:37]([C@@H:40]2[NH:44][CH:43]([C:45]([OH:47])=[O:46])[CH2:42][S:41]2)[CH2:36][CH2:35]1. (4) The reactants are: [Cl:1][C:2]1[CH:7]=[CH:6][C:5]([S:8]([NH2:11])(=[O:10])=[O:9])=[CH:4][CH:3]=1.C[Al](C)C.[Cl:16][C:17]1[CH:22]=[CH:21][C:20]([N:23]2[CH2:27][CH:26]([C:28]#[N:29])[N:25]=[C:24]2[C:30]2[CH:35]=[CH:34][C:33]([Cl:36])=[CH:32][C:31]=2[Cl:37])=[CH:19][CH:18]=1.CO.O. Given the product [Cl:16][C:17]1[CH:18]=[CH:19][C:20]([N:23]2[CH2:27][CH:26]([C:28]([NH:11][S:8]([C:5]3[CH:4]=[CH:3][C:2]([Cl:1])=[CH:7][CH:6]=3)(=[O:9])=[O:10])=[NH:29])[N:25]=[C:24]2[C:30]2[CH:35]=[CH:34][C:33]([Cl:36])=[CH:32][C:31]=2[Cl:37])=[CH:21][CH:22]=1, predict the reactants needed to synthesize it. (5) Given the product [CH3:22][O:21][C:17]1[CH:16]=[C:15]2[C:14]([CH2:13][C:12]([CH3:24])([CH3:23])[N:2]=[CH:1]2)=[CH:19][C:18]=1[OH:20], predict the reactants needed to synthesize it. The reactants are: [C-:1]#[N:2].[K+].C#N.S(=O)(=O)(O)O.O[C:12]([CH3:24])([CH3:23])[CH2:13][C:14]1[CH:15]=[CH:16][C:17]([O:21][CH3:22])=[C:18]([OH:20])[CH:19]=1.C(=O)([O-])[O-].[Na+].[Na+]. (6) Given the product [O:33]([C:40]1[CH:45]=[CH:44][C:43]([S:46]([NH:25][CH2:24][C@H:21]([NH:20][C:7]([C:8]2[CH:13]=[CH:12][CH:11]=[CH:10][CH:9]=2)([C:14]2[CH:15]=[CH:16][CH:17]=[CH:18][CH:19]=2)[C:1]2[CH:2]=[CH:3][CH:4]=[CH:5][CH:6]=2)[CH2:22][OH:23])(=[O:48])=[O:47])=[CH:42][CH:41]=1)[C:34]1[CH:35]=[CH:36][CH:37]=[CH:38][CH:39]=1, predict the reactants needed to synthesize it. The reactants are: [C:1]1([C:7]([NH:20][C@@H:21]([CH2:24][NH2:25])[CH2:22][OH:23])([C:14]2[CH:19]=[CH:18][CH:17]=[CH:16][CH:15]=2)[C:8]2[CH:13]=[CH:12][CH:11]=[CH:10][CH:9]=2)[CH:6]=[CH:5][CH:4]=[CH:3][CH:2]=1.C(N(CC)CC)C.[O:33]([C:40]1[CH:45]=[CH:44][C:43]([S:46](Cl)(=[O:48])=[O:47])=[CH:42][CH:41]=1)[C:34]1[CH:39]=[CH:38][CH:37]=[CH:36][CH:35]=1. (7) Given the product [Cl:1][C:2]1[CH:3]=[CH:4][C:5](/[CH:8]=[CH:9]/[C:10]2[CH:11]=[C:12]([N:16]3[C:20]([CH2:21][CH3:22])=[C:19]([C:23]([N:57]4[CH2:56][CH2:55][N:54]([CH2:53][CH:50]5[CH2:51][CH2:52][N:47]([CH3:46])[CH2:48][CH2:49]5)[CH2:59][CH2:58]4)=[O:24])[C:18]([CH2:26][CH3:27])=[N:17]3)[CH:13]=[CH:14][CH:15]=2)=[CH:6][CH:7]=1, predict the reactants needed to synthesize it. The reactants are: [Cl:1][C:2]1[CH:7]=[CH:6][C:5](/[CH:8]=[CH:9]/[C:10]2[CH:11]=[C:12]([N:16]3[C:20]([CH2:21][CH3:22])=[C:19]([C:23](O)=[O:24])[C:18]([CH2:26][CH3:27])=[N:17]3)[CH:13]=[CH:14][CH:15]=2)=[CH:4][CH:3]=1.ClC1N=C(OC)N=C(OC)N=1.CN1CCOCC1.[CH3:46][N:47]1[CH2:52][CH2:51][CH:50]([CH2:53][N:54]2[CH2:59][CH2:58][NH:57][CH2:56][CH2:55]2)[CH2:49][CH2:48]1. (8) Given the product [C:22]1([CH:21]=[CH:20][CH:19]=[N:13][C@@:8]23[C:7]4[CH:14]=[CH:15][C:16](=[O:17])[NH:18][C:6]=4[CH2:5][C@@H:4](/[C:3]/2=[CH:2]\[CH3:1])[CH:11]=[C:10]([CH3:12])[CH2:9]3)[CH:27]=[CH:26][CH:25]=[CH:24][CH:23]=1, predict the reactants needed to synthesize it. The reactants are: [CH3:1]/[CH:2]=[C:3]1\[C@H:4]2[CH:11]=[C:10]([CH3:12])[CH2:9][C@@:8]\1([NH2:13])[C:7]1[CH:14]=[CH:15][C:16]([NH:18][C:6]=1[CH2:5]2)=[O:17].[CH:19](=O)[CH:20]=[CH:21][C:22]1[CH:27]=[CH:26][CH:25]=[CH:24][CH:23]=1. (9) Given the product [Cl:10][C:11]1[C:20]([O:7][C:1]2[CH:6]=[CH:5][CH:4]=[CH:3][CH:2]=2)=[N:19][C:18]2[C:13](=[CH:14][CH:15]=[CH:16][CH:17]=2)[N:12]=1, predict the reactants needed to synthesize it. The reactants are: [C:1]1([OH:7])[CH:6]=[CH:5][CH:4]=[CH:3][CH:2]=1.[H-].[Na+].[Cl:10][C:11]1[C:20](Cl)=[N:19][C:18]2[C:13](=[CH:14][CH:15]=[CH:16][CH:17]=2)[N:12]=1.